From a dataset of Catalyst prediction with 721,799 reactions and 888 catalyst types from USPTO. Predict which catalyst facilitates the given reaction. (1) Reactant: [N:1]1[CH:6]=[C:5]([C:7]([NH:9][C:10]2([C:13]([NH:15][CH2:16][C:17]3[N:22]=[CH:21][C:20]([NH:23][C:24]4[CH:33]=[CH:32][C:27]([C:28]([O:30]C)=[O:29])=[CH:26][C:25]=4[C:34]([F:37])([F:36])[F:35])=[CH:19][CH:18]=3)=[O:14])[CH2:12][CH2:11]2)=[O:8])[CH:4]=[N:3][CH:2]=1.C(O)C.Cl. Product: [N:1]1[CH:6]=[C:5]([C:7]([NH:9][C:10]2([C:13]([NH:15][CH2:16][C:17]3[N:22]=[CH:21][C:20]([NH:23][C:24]4[CH:33]=[CH:32][C:27]([C:28]([OH:30])=[O:29])=[CH:26][C:25]=4[C:34]([F:37])([F:35])[F:36])=[CH:19][CH:18]=3)=[O:14])[CH2:11][CH2:12]2)=[O:8])[CH:4]=[N:3][CH:2]=1. The catalyst class is: 74. (2) Reactant: C(OC([NH:8][CH2:9][CH2:10][CH2:11][CH2:12][CH2:13]/[CH:14]=[C:15](\[F:21])/[C:16]([O:18][CH2:19][CH3:20])=[O:17])=O)(C)(C)C.C(O)(C(F)(F)F)=O.O. Product: [NH2:8][CH2:9][CH2:10][CH2:11][CH2:12][CH2:13]/[CH:14]=[C:15](\[F:21])/[C:16]([O:18][CH2:19][CH3:20])=[O:17]. The catalyst class is: 2. (3) Reactant: C(O)(=O)C.C(O[C:8]1(O[Si](C)(C)C)[CH2:10][CH2:9]1)C.[NH2:16][C:17]1[CH:42]=[CH:41][C:20]([CH2:21][N:22]2[C:30]3[C:25](=[CH:26][C:27]([Cl:31])=[CH:28][CH:29]=3)[C:24]([C:33]3[CH:38]=[CH:37][CH:36]=[CH:35][C:34]=3[Cl:39])([CH3:32])[C:23]2=[O:40])=[C:19]([O:43][CH3:44])[CH:18]=1.C([BH3-])#N.[Na+]. Product: [Cl:31][C:27]1[CH:26]=[C:25]2[C:30](=[CH:29][CH:28]=1)[N:22]([CH2:21][C:20]1[CH:41]=[CH:42][C:17]([NH:16][CH:8]3[CH2:10][CH2:9]3)=[CH:18][C:19]=1[O:43][CH3:44])[C:23](=[O:40])[C:24]2([C:33]1[CH:38]=[CH:37][CH:36]=[CH:35][C:34]=1[Cl:39])[CH3:32]. The catalyst class is: 5. (4) Reactant: Br[C:2]1[C:7]2[S:8][C:9]([N+:19]([O-:21])=[O:20])=[C:10]([NH:11][C:12]3[CH:17]=[CH:16][CH:15]=[C:14]([Cl:18])[CH:13]=3)[C:6]=2[CH:5]=[CH:4][CH:3]=1.[CH3:22][C:23]1[CH:28]=[C:27](B(O)O)[CH:26]=[CH:25][N:24]=1.[O-]P([O-])([O-])=O.[K+].[K+].[K+]. Product: [Cl:18][C:14]1[CH:13]=[C:12]([NH:11][C:10]2[C:6]3[CH:5]=[CH:4][CH:3]=[C:2]([C:27]4[CH:26]=[CH:25][N:24]=[C:23]([CH3:22])[CH:28]=4)[C:7]=3[S:8][C:9]=2[N+:19]([O-:21])=[O:20])[CH:17]=[CH:16][CH:15]=1. The catalyst class is: 339.